From a dataset of Forward reaction prediction with 1.9M reactions from USPTO patents (1976-2016). Predict the product of the given reaction. (1) Given the reactants [CH3:1][N:2]1[C:11]2[C:6](=[CH:7][C:8]([NH2:12])=[CH:9][CH:10]=2)[CH2:5][CH2:4][CH2:3]1.[C:13]1([C:22]2[CH:27]=[CH:26][CH:25]=[CH:24][CH:23]=2)[CH:18]=[CH:17][C:16]([C:19](O)=[O:20])=[CH:15][CH:14]=1, predict the reaction product. The product is: [CH3:1][N:2]1[C:11]2[C:6](=[CH:7][C:8]([NH:12][C:19]([C:16]3[CH:17]=[CH:18][C:13]([C:22]4[CH:23]=[CH:24][CH:25]=[CH:26][CH:27]=4)=[CH:14][CH:15]=3)=[O:20])=[CH:9][CH:10]=2)[CH2:5][CH2:4][CH2:3]1. (2) Given the reactants [Cl:1][C:2]1[CH:28]=[CH:27][C:5]([CH2:6][N:7]2[C:15]3[C:10](=[CH:11][C:12]([CH:16]=[C:17]4[S:21][C:20](SCCC)=[N:19][C:18]4=[O:26])=[CH:13][CH:14]=3)[CH:9]=[N:8]2)=[C:4]([C:29]([F:32])([F:31])[F:30])[CH:3]=1.[NH2:33][C:34]1([C:40]([OH:42])=[O:41])[CH2:39][CH2:38][NH:37][CH2:36][CH2:35]1, predict the reaction product. The product is: [NH2:33][C:34]1([C:40]([OH:42])=[O:41])[CH2:39][CH2:38][N:37]([C:20]2[S:21][C:17](=[CH:16][C:12]3[CH:11]=[C:10]4[C:15](=[CH:14][CH:13]=3)[N:7]([CH2:6][C:5]3[CH:27]=[CH:28][C:2]([Cl:1])=[CH:3][C:4]=3[C:29]([F:32])([F:31])[F:30])[N:8]=[CH:9]4)[C:18](=[O:26])[N:19]=2)[CH2:36][CH2:35]1. (3) Given the reactants [C:1]([C@H:4]1[CH2:8][CH2:7][CH2:6][N:5]1[C:9](=[O:24])[CH2:10][CH2:11][CH2:12][CH2:13][C:14]([N:16]1[CH2:20][CH2:19][CH2:18][C@@H:17]1[C:21]([OH:23])=[O:22])=[O:15])([OH:3])=[O:2].Cl[CH2:26][C:27]([N:29]([CH2:32][CH3:33])[CH2:30][CH3:31])=[O:28].[I-].[Na+].[CH2:36]([N:38]([CH2:41][CH3:42])[CH2:39][CH3:40])[CH3:37].CN(C)C=[O:46], predict the reaction product. The product is: [CH2:30]([N:29]([CH2:32][CH3:33])[C:27]([CH2:26][O:22][C:21]([C@H:17]1[CH2:18][CH2:19][CH2:20][N:16]1[C:14](=[O:15])[CH2:13][CH2:12][CH2:11][CH2:10][C:9]([N:5]1[CH2:6][CH2:7][CH2:8][C@@H:4]1[C:1]([O:3][CH2:37][C:36](=[O:46])[N:38]([CH2:41][CH3:42])[CH2:39][CH3:40])=[O:2])=[O:24])=[O:23])=[O:28])[CH3:31]. (4) Given the reactants [CH3:1][O:2][C:3]1[CH:16]=[CH:15][CH:14]=[CH:13][C:4]=1[CH2:5][N:6]1[CH2:11][CH2:10][C:9](=[O:12])[CH2:8][CH2:7]1.[Si](OS(C(F)(F)F)(=O)=O)(C)(C)C.[F:29][C:30]1[CH:43]=[CH:42][C:33]([CH:34](O)[C:35]2[CH:40]=[CH:39][CH:38]=[CH:37][CH:36]=2)=[CH:32][CH:31]=1.C(=O)(O)[O-].[Na+], predict the reaction product. The product is: [F:29][C:30]1[CH:31]=[CH:32][C:33]([CH:34]([C:35]2[CH:36]=[CH:37][CH:38]=[CH:39][CH:40]=2)[CH:10]2[C:9](=[O:12])[CH2:8][CH2:7][N:6]([CH2:5][C:4]3[CH:13]=[CH:14][CH:15]=[CH:16][C:3]=3[O:2][CH3:1])[CH2:11]2)=[CH:42][CH:43]=1. (5) Given the reactants [Cl:1][C:2]1[CH:7]=[CH:6][C:5]([C:8]2[NH:9][C:10](=[O:18])[N:11]([CH2:13][C:14]([O:16]C)=[O:15])[CH:12]=2)=[CH:4][CH:3]=1.[OH-].[Li+], predict the reaction product. The product is: [Cl:1][C:2]1[CH:7]=[CH:6][C:5]([C:8]2[NH:9][C:10](=[O:18])[N:11]([CH2:13][C:14]([OH:16])=[O:15])[CH:12]=2)=[CH:4][CH:3]=1. (6) Given the reactants C([Si](C)(C)[O:6][CH2:7][CH2:8][C:9]1[C:14]([O:15][CH3:16])=[CH:13][C:12]([C:17]2[N:22]=[C:21]([NH:23][C:24](=[O:29])[C:25]([CH3:28])([CH3:27])[CH3:26])[CH:20]=[CH:19][CH:18]=2)=[C:11]([O:30][CH3:31])[CH:10]=1)(C)(C)C.CCCC[N+](CCCC)(CCCC)CCCC.[F-], predict the reaction product. The product is: [OH:6][CH2:7][CH2:8][C:9]1[C:14]([O:15][CH3:16])=[CH:13][C:12]([C:17]2[N:22]=[C:21]([NH:23][C:24](=[O:29])[C:25]([CH3:26])([CH3:28])[CH3:27])[CH:20]=[CH:19][CH:18]=2)=[C:11]([O:30][CH3:31])[CH:10]=1. (7) Given the reactants [NH2:1][C:2]1[N:7]([C:8]2[CH:13]=[CH:12][C:11]([Cl:14])=[CH:10][CH:9]=2)[C:6](=[S:15])[NH:5][C:4](=[O:16])[C:3]=1[N:17]=O.S(S([O-])=O)([O-])=O.[Na+].[Na+].S(=O)(=O)(O)O, predict the reaction product. The product is: [NH2:17][C:3]1[C:4](=[O:16])[NH:5][C:6](=[S:15])[N:7]([C:8]2[CH:9]=[CH:10][C:11]([Cl:14])=[CH:12][CH:13]=2)[C:2]=1[NH2:1]. (8) Given the reactants [C:1]([CH2:3][C:4]([N:6]([C:14]1[CH:19]=[CH:18][C:17]([C:20]([CH3:26])([CH3:25])[C:21]([O:23][CH3:24])=[O:22])=[CH:16][CH:15]=1)[CH2:7][CH2:8][C:9]([O:11]CC)=O)=[O:5])#[N:2].CCCCCCC=CCCC, predict the reaction product. The product is: [C:1]([C:3]1[C:4](=[O:5])[N:6]([C:14]2[CH:15]=[CH:16][C:17]([C:20]([CH3:26])([CH3:25])[C:21]([O:23][CH3:24])=[O:22])=[CH:18][CH:19]=2)[CH2:7][CH2:8][C:9]=1[OH:11])#[N:2]. (9) Given the reactants [C:1]([NH:4][C@H:5]([C:28](O)=[O:29])[CH2:6][CH2:7][CH2:8][CH2:9][NH:10][C:11]([O:13][CH2:14][CH:15]1[C:27]2[CH:26]=[CH:25][CH:24]=[CH:23][C:22]=2[C:21]2[C:16]1=[CH:17][CH:18]=[CH:19][CH:20]=2)=[O:12])(=[O:3])[CH3:2].CN1CCOCC1.Cl.C(N=C=NCCCN(C)C)C.O.ON1C2C=CC=CC=2N=N1.[NH2:61][C@H:62]([C:66]([NH:68][C@H:69]([C:77]([NH:79][C:80]1[CH:85]=[CH:84][C:83]([CH2:86][OH:87])=[CH:82][CH:81]=1)=[O:78])[CH2:70][CH2:71][CH2:72][NH:73][C:74](=[O:76])[NH2:75])=[O:67])[CH:63]([CH3:65])[CH3:64], predict the reaction product. The product is: [C:1]([NH:4][C@H:5]([C:28]([NH:61][C@H:62]([C:66]([NH:68][C@H:69]([C:77]([NH:79][C:80]1[CH:85]=[CH:84][C:83]([CH2:86][OH:87])=[CH:82][CH:81]=1)=[O:78])[CH2:70][CH2:71][CH2:72][NH:73][C:74](=[O:76])[NH2:75])=[O:67])[CH:63]([CH3:65])[CH3:64])=[O:29])[CH2:6][CH2:7][CH2:8][CH2:9][NH:10][C:11]([O:13][CH2:14][CH:15]1[C:16]2[CH:17]=[CH:18][CH:19]=[CH:20][C:21]=2[C:22]2[C:27]1=[CH:26][CH:25]=[CH:24][CH:23]=2)=[O:12])(=[O:3])[CH3:2].